From a dataset of Full USPTO retrosynthesis dataset with 1.9M reactions from patents (1976-2016). Predict the reactants needed to synthesize the given product. (1) Given the product [CH2:23]([O:22][C:20]([N:8]1[C:9]2[C:5](=[CH:4][CH:3]=[C:2]([Cl:1])[CH:10]=2)/[C:6](=[CH:12]/[CH:13]2[CH2:14][CH2:15][CH2:16][CH2:17][CH2:18]2)/[C:7]1=[O:11])=[O:21])[CH3:24], predict the reactants needed to synthesize it. The reactants are: [Cl:1][C:2]1[CH:10]=[C:9]2[C:5](/[C:6](=[CH:12]/[CH:13]3[CH2:18][CH2:17][CH2:16][CH2:15][CH2:14]3)/[C:7](=[O:11])[NH:8]2)=[CH:4][CH:3]=1.Cl[C:20]([O:22][CH2:23][CH3:24])=[O:21].C(N(CC)CC)C. (2) Given the product [C:1]([C:5]1[S:6][CH:7]=[C:8]([CH2:10][P:12](=[O:19])([O:16][CH2:17][CH3:18])[O:13][CH2:14][CH3:15])[N:9]=1)([CH3:4])([CH3:3])[CH3:2], predict the reactants needed to synthesize it. The reactants are: [C:1]([C:5]1[S:6][CH:7]=[C:8]([CH2:10]Cl)[N:9]=1)([CH3:4])([CH3:3])[CH3:2].[P:12]([O:19]CC)([O:16][CH2:17][CH3:18])[O:13][CH2:14][CH3:15]. (3) Given the product [CH:1]([O:4][C:5]1[CH:18]=[CH:17][C:8]([O:9][C:10]2[S:11][C:12]([CH:15]=[N:26][OH:27])=[CH:13][N:14]=2)=[CH:7][CH:6]=1)([CH3:3])[CH3:2], predict the reactants needed to synthesize it. The reactants are: [CH:1]([O:4][C:5]1[CH:18]=[CH:17][C:8]([O:9][C:10]2[S:11][C:12]([CH:15]=O)=[CH:13][N:14]=2)=[CH:7][CH:6]=1)([CH3:3])[CH3:2].N1C=CC=CC=1.Cl.[NH2:26][OH:27].